From a dataset of Reaction yield outcomes from USPTO patents with 853,638 reactions. Predict the reaction yield, written as a fraction of the theoretical maximum amount of product (1.0 means a 100% yield; for example, 0.34 means a 34% yield). The reactants are C(OC(=O)[NH:7][CH2:8][C@@H:9]1[CH2:11][C@H:10]1[C:12]1[CH:17]=[C:16]([F:18])[CH:15]=[CH:14][C:13]=1[O:19][CH2:20][CH:21]1[CH2:23][CH2:22]1)(C)(C)C.C(OCC)C.[ClH:30]. No catalyst specified. The product is [ClH:30].[CH:21]1([CH2:20][O:19][C:13]2[CH:14]=[CH:15][C:16]([F:18])=[CH:17][C:12]=2[C@@H:10]2[CH2:11][C@H:9]2[CH2:8][NH2:7])[CH2:23][CH2:22]1. The yield is 0.915.